From a dataset of Full USPTO retrosynthesis dataset with 1.9M reactions from patents (1976-2016). Predict the reactants needed to synthesize the given product. Given the product [CH3:20][C:15]1([CH3:21])[C:16]([CH3:19])([CH3:18])[O:17][B:13]([C:2]2[CH:7]=[CH:6][C:5]([CH2:8][C:9]([F:12])([F:11])[F:10])=[CH:4][CH:3]=2)[O:14]1, predict the reactants needed to synthesize it. The reactants are: Br[C:2]1[CH:7]=[CH:6][C:5]([CH2:8][C:9]([F:12])([F:11])[F:10])=[CH:4][CH:3]=1.[B:13]1([B:13]2[O:17][C:16]([CH3:19])([CH3:18])[C:15]([CH3:21])([CH3:20])[O:14]2)[O:17][C:16]([CH3:19])([CH3:18])[C:15]([CH3:21])([CH3:20])[O:14]1.C(N(CC)CC)C.O.